Dataset: NCI-60 drug combinations with 297,098 pairs across 59 cell lines. Task: Regression. Given two drug SMILES strings and cell line genomic features, predict the synergy score measuring deviation from expected non-interaction effect. Drug 1: CN(C)C1=NC(=NC(=N1)N(C)C)N(C)C. Drug 2: CC1=C(C(=O)C2=C(C1=O)N3CC4C(C3(C2COC(=O)N)OC)N4)N. Cell line: IGROV1. Synergy scores: CSS=33.2, Synergy_ZIP=10.2, Synergy_Bliss=14.7, Synergy_Loewe=-0.119, Synergy_HSA=15.6.